This data is from Reaction yield outcomes from USPTO patents with 853,638 reactions. The task is: Predict the reaction yield, written as a fraction of the theoretical maximum amount of product (1.0 means a 100% yield; for example, 0.34 means a 34% yield). The reactants are C(O)(C(F)(F)F)=O.[CH2:8]([O:46][CH:47]1[C@H:51]2[C@H:52](OC3CCCCO3)[N:53](C(OC(C)(C)C)=O)[C:54]3[CH:61]=[CH:60][C:59]([O:62][CH3:63])=[CH:58][C:55]=3[C:56](=[O:57])[N:50]2[CH2:49][CH2:48]1)[CH2:9][CH2:10][CH2:11][CH2:12][CH2:13][O:14][CH:15]1[C@H:19]2[C@H:20](OC3CCCCO3)[N:21](C(OC(C)(C)C)=O)[C:22]3[CH:29]=[CH:28][C:27]([O:30][CH3:31])=[CH:26][C:23]=3[C:24](=[O:25])[N:18]2[CH2:17][CH2:16]1.C([O-])(O)=O.[Na+]. The catalyst is CO.C(Cl)(Cl)Cl. The product is [CH2:8]([O:46][CH:47]1[C@@H:51]2[CH:52]=[N:53][C:54]3[CH:61]=[CH:60][C:59]([O:62][CH3:63])=[CH:58][C:55]=3[C:56](=[O:57])[N:50]2[CH2:49][CH2:48]1)[CH2:9][CH2:10][CH2:11][CH2:12][CH2:13][O:14][CH:15]1[C@@H:19]2[CH:20]=[N:21][C:22]3[CH:29]=[CH:28][C:27]([O:30][CH3:31])=[CH:26][C:23]=3[C:24](=[O:25])[N:18]2[CH2:17][CH2:16]1. The yield is 0.900.